Dataset: Experimentally validated miRNA-target interactions with 360,000+ pairs, plus equal number of negative samples. Task: Binary Classification. Given a miRNA mature sequence and a target amino acid sequence, predict their likelihood of interaction. (1) The miRNA is hsa-miR-3689a-3p with sequence CUGGGAGGUGUGAUAUCGUGGU. The protein sequence of the target gene is MEPLKFRDVAIEFSLEEWQCLDTIQQNLYRNVMLENYRNLVFLGIVVSKPDLITCLEQEKEPWTRKRHRMVAEPPVICSHFAQDFSPEQNIKDSFQKVTPRRYGKCEHENLQLSKSVDECKVQKGGYNGLNQCLPTTQSKIFQCDKYMKIFHKFSNLNGHKVRHTRKKPFKYKEFGKSFCIFSNLTQHKIICTRVNFYKCEDCGKAFNGSSIFTKHKRIHIGEKSYICEECGKACNQFTNLTTHKIIYTRDKLYKREECSKAFNLSSHITTHTIIHTGENPYKREECDKAFNQSLTLTTH.... Result: 1 (interaction). (2) The miRNA is mmu-miR-3473b with sequence GGGCUGGAGAGAUGGCUCAG. Result: 0 (no interaction). The protein sequence of the target gene is MKIFLPVLLAALLGVERASSLMCFSCLNQKSNLYCLKPTICSDQDNYCVTVSASAGIGNLVTFGHSLSKTCSPACPIPEGVNVGVASMGISCCQSFLCNFSAADGGLRASVTLLGAGLLLSLLPALLRFGP. (3) The miRNA is mmu-miR-466i-3p with sequence AUACACACACACAUACACACUA. The protein sequence of the target gene is MTRYCRGLSQRQAFLLLTVLALLFILLFVVKDPRAKDSRCQFIWKNDASAQENQQKAEPQVPIMTLSPRVHNKETTSVSSKDLKKQEREAVQGEQAEGKEKRKLETIRPAPENPQSKAEPAAKTPVSEHLDKLPRAPGALSTRKTPMATGAVPAKKKVVQATKSPASSPHPTTRRRQRLKASEFKSEPRWDFEEEYSLDMSSLQTNCSASVKIKASKSPWLQNIFLPNITLFLDSGRFTQSEWNRLEHFAPPFGFMELNQSLVQKVVTRFPPVRQQQLLLASLPTGYSKCITCAVVGNGG.... Result: 1 (interaction). (4) The miRNA is mmu-miR-136-5p with sequence ACUCCAUUUGUUUUGAUGAUGG. The protein sequence of the target gene is MGEAGAGAGASGGPEASPEAEVVKLLPFLAPGARADLQAAAVRHVLALTGCGPGRALLAGQAALLQALMELAPASAPARDAARALVNLAADPGLHETLLAADPGLPARLMGRALDPQWPWAEEAAAALANLSREPAPCAALMAALAAAEPADSGLERLVRALCTPGYNARAPLHYLAPLLSNLSQRPAARAFLLDPDRCVVQRLLPLTQYPDSSVRRGGVVGTLRNCCFEHRHHEWLLGPEVDILPFLLLPLAGPEDFSEEEMERLPVDLQYLPPDKQREPDADIRKMLVEAIMLLTATA.... Result: 0 (no interaction).